From a dataset of NCI-60 drug combinations with 297,098 pairs across 59 cell lines. Regression. Given two drug SMILES strings and cell line genomic features, predict the synergy score measuring deviation from expected non-interaction effect. (1) Drug 1: C1=NC(=NC(=O)N1C2C(C(C(O2)CO)O)O)N. Drug 2: CC1C(C(CC(O1)OC2CC(CC3=C2C(=C4C(=C3O)C(=O)C5=C(C4=O)C(=CC=C5)OC)O)(C(=O)CO)O)N)O.Cl. Cell line: SK-MEL-2. Synergy scores: CSS=49.7, Synergy_ZIP=2.17, Synergy_Bliss=6.08, Synergy_Loewe=3.37, Synergy_HSA=4.82. (2) Drug 1: CS(=O)(=O)C1=CC(=C(C=C1)C(=O)NC2=CC(=C(C=C2)Cl)C3=CC=CC=N3)Cl. Drug 2: C1CN(P(=O)(OC1)NCCCl)CCCl. Cell line: NCI-H460. Synergy scores: CSS=5.70, Synergy_ZIP=6.81, Synergy_Bliss=10.3, Synergy_Loewe=7.29, Synergy_HSA=9.48. (3) Drug 1: C1=NC2=C(N=C(N=C2N1C3C(C(C(O3)CO)O)O)F)N. Drug 2: COCCOC1=C(C=C2C(=C1)C(=NC=N2)NC3=CC=CC(=C3)C#C)OCCOC.Cl. Cell line: MDA-MB-231. Synergy scores: CSS=10.5, Synergy_ZIP=-3.58, Synergy_Bliss=0.288, Synergy_Loewe=-0.111, Synergy_HSA=0.146.